From a dataset of Forward reaction prediction with 1.9M reactions from USPTO patents (1976-2016). Predict the product of the given reaction. (1) Given the reactants [NH:1]1[CH2:6][CH2:5][CH2:4][NH:3][C:2]1=[O:7].Br[C:9]1[N:18]=[C:17]([C:19]([NH:21][CH2:22][C:23]2[CH:28]=[CH:27][C:26]([F:29])=[CH:25][CH:24]=2)=[O:20])[C:16]([OH:30])=[C:15]2[C:10]=1[CH:11]=[CH:12][CH:13]=[N:14]2, predict the reaction product. The product is: [F:29][C:26]1[CH:25]=[CH:24][C:23]([CH2:22][NH:21][C:19]([C:17]2[C:16]([OH:30])=[C:15]3[C:10]([CH:11]=[CH:12][CH:13]=[N:14]3)=[C:9]([N:1]3[CH2:6][CH2:5][CH2:4][NH:3][C:2]3=[O:7])[N:18]=2)=[O:20])=[CH:28][CH:27]=1. (2) Given the reactants [F:1][C:2]1[CH:7]=[CH:6][CH:5]=[CH:4][C:3]=1[N:8]1[C:12]([C:13]2[CH:18]=[CH:17][N:16]=[CH:15][CH:14]=2)=[C:11]([C:19]2[O:23][N:22]=[C:21]([C:24]3[CH:31]=[CH:30][C:27]([CH:28]=O)=[CH:26][CH:25]=3)[N:20]=2)[N:10]=[N:9]1.[NH:32]1[CH2:37][CH2:36][O:35][CH:34]([CH2:38][OH:39])[CH2:33]1, predict the reaction product. The product is: [F:1][C:2]1[CH:7]=[CH:6][CH:5]=[CH:4][C:3]=1[N:8]1[C:12]([C:13]2[CH:14]=[CH:15][N:16]=[CH:17][CH:18]=2)=[C:11]([C:19]2[O:23][N:22]=[C:21]([C:24]3[CH:25]=[CH:26][C:27]([CH2:28][N:32]4[CH2:37][CH2:36][O:35][CH:34]([CH2:38][OH:39])[CH2:33]4)=[CH:30][CH:31]=3)[N:20]=2)[N:10]=[N:9]1. (3) Given the reactants [OH:1][C:2]1[CH:3]=[C:4]([C:8](=[O:10])[CH3:9])[CH:5]=[CH:6][CH:7]=1.[CH:11]1([Mg]Br)[CH2:13][CH2:12]1, predict the reaction product. The product is: [CH:11]1([C:8]([C:4]2[CH:3]=[C:2]([OH:1])[CH:7]=[CH:6][CH:5]=2)([OH:10])[CH3:9])[CH2:13][CH2:12]1. (4) Given the reactants C(N(CC)CC)C.CS(Cl)(=O)=O.O[C:14]1([C:29]2[N:30]=[N:31][C:32]([O:35][CH3:36])=[CH:33][CH:34]=2)[N:18]([C:19]2[CH:20]=[N:21][CH:22]=[CH:23][CH:24]=2)[N:17]=[C:16]([C:25]([O:27][CH3:28])=[O:26])[CH2:15]1.CO, predict the reaction product. The product is: [CH3:36][O:35][C:32]1[N:31]=[N:30][C:29]([C:14]2[N:18]([C:19]3[CH:20]=[N:21][CH:22]=[CH:23][CH:24]=3)[N:17]=[C:16]([C:25]([O:27][CH3:28])=[O:26])[CH:15]=2)=[CH:34][CH:33]=1. (5) Given the reactants [CH3:1][C:2]1[C:7]([CH3:8])=[CH:6][N:5]=[C:4]([C:9]2[CH:14]=[CH:13][C:12]([C:15]([F:18])([F:17])[F:16])=[CH:11][CH:10]=2)[N:3]=1.[Br:19]Br, predict the reaction product. The product is: [Br:19][CH2:1][C:2]1[C:7]([CH3:8])=[CH:6][N:5]=[C:4]([C:9]2[CH:14]=[CH:13][C:12]([C:15]([F:18])([F:17])[F:16])=[CH:11][CH:10]=2)[N:3]=1. (6) Given the reactants [Br:1][C:2]1[C:3]([CH2:11]O)=[C:4]([OH:10])[C:5]([O:8][CH3:9])=[CH:6][CH:7]=1.Br.[C:14]1([P:20]([C:27]2[CH:32]=[CH:31][CH:30]=[CH:29][CH:28]=2)[C:21]2[CH:26]=[CH:25][CH:24]=[CH:23][CH:22]=2)[CH:19]=[CH:18][CH:17]=[CH:16][CH:15]=1, predict the reaction product. The product is: [Br-:1].[Br:1][C:2]1[C:3]([CH2:11][P+:20]([C:21]2[CH:22]=[CH:23][CH:24]=[CH:25][CH:26]=2)([C:27]2[CH:32]=[CH:31][CH:30]=[CH:29][CH:28]=2)[C:14]2[CH:15]=[CH:16][CH:17]=[CH:18][CH:19]=2)=[C:4]([OH:10])[C:5]([O:8][CH3:9])=[CH:6][CH:7]=1. (7) Given the reactants [CH2:1]([C:3]1[CH:8]=[C:7]([CH2:9][CH3:10])[CH:6]=[C:5]([CH2:11][CH3:12])[CH:4]=1)[CH3:2].CO[CH2:15][Cl:16].C(O)(=O)C, predict the reaction product. The product is: [CH2:11]([C:5]1[CH:6]=[C:7]([CH2:9][CH3:10])[CH:8]=[C:3]([CH2:1][CH3:2])[C:4]=1[CH2:15][Cl:16])[CH3:12]. (8) Given the reactants [F:1][C:2]1[CH:3]=[C:4]([CH2:9][C:10]([NH:12][C@H:13]([C:15]([NH:17][C@@H:18]2[C:24](=[O:25])[NH:23][C:22]3[CH:26]=[CH:27][CH:28]=[CH:29][C:21]=3[S:20][C@@H:19]2[C:30]2[CH:35]=[C:34]([F:36])[CH:33]=[C:32]([F:37])[CH:31]=2)=[O:16])[CH3:14])=[O:11])[CH:5]=[C:6]([F:8])[CH:7]=1.[H-].[Na+].[CH3:40]I, predict the reaction product. The product is: [F:1][C:2]1[CH:3]=[C:4]([CH2:9][C:10]([NH:12][C@H:13]([C:15]([NH:17][C@@H:18]2[C:24](=[O:25])[N:23]([CH3:40])[C:22]3[CH:26]=[CH:27][CH:28]=[CH:29][C:21]=3[S:20][C@@H:19]2[C:30]2[CH:31]=[C:32]([F:37])[CH:33]=[C:34]([F:36])[CH:35]=2)=[O:16])[CH3:14])=[O:11])[CH:5]=[C:6]([F:8])[CH:7]=1. (9) Given the reactants [Br:1][C:2]1[CH:7]=[CH:6][C:5](I)=[CH:4][CH:3]=1.[CH2:9]([N:12]1[CH2:16][CH2:15][CH2:14][CH2:13]1)[C:10]#[CH:11], predict the reaction product. The product is: [Br:1][C:2]1[CH:7]=[CH:6][C:5]([C:11]#[C:10][CH2:9][N:12]2[CH2:16][CH2:15][CH2:14][CH2:13]2)=[CH:4][CH:3]=1. (10) Given the reactants [CH2:1]([Li])CCC.[CH3:6][N:7]([C:9]1[CH:14]=[CH:13][C:12]([CH:15]=O)=[CH:11][CH:10]=1)[CH3:8], predict the reaction product. The product is: [CH3:6][N:7]([CH3:8])[C:9]1[CH:14]=[CH:13][C:12]([CH:15]=[CH2:1])=[CH:11][CH:10]=1.